The task is: Predict the reaction yield, written as a fraction of the theoretical maximum amount of product (1.0 means a 100% yield; for example, 0.34 means a 34% yield).. This data is from Reaction yield outcomes from USPTO patents with 853,638 reactions. (1) The reactants are [C:1]([C:3]1([CH2:9][C:10]2[CH:15]=[CH:14][C:13]([CH:16]([CH3:21])[C:17]([O:19]C)=[O:18])=[CH:12][CH:11]=2)[C:7](=[O:8])[CH2:6][S:5][CH2:4]1)#[N:2].Br. The catalyst is O1CCOCC1. The product is [C:1]([C:3]1([CH2:9][C:10]2[CH:15]=[CH:14][C:13]([CH:16]([CH3:21])[C:17]([OH:19])=[O:18])=[CH:12][CH:11]=2)[C:7](=[O:8])[CH2:6][S:5][CH2:4]1)#[N:2]. The yield is 0.780. (2) The reactants are [OH:1][CH2:2][CH2:3][CH2:4][CH2:5][CH2:6][C:7]([O:9][CH2:10][CH3:11])=[O:8].C(N(CC)CC)C.[CH3:19][S:20](Cl)(=[O:22])=[O:21]. The catalyst is ClCCl. The product is [CH3:19][S:20]([O:1][CH2:2][CH2:3][CH2:4][CH2:5][CH2:6][C:7]([O:9][CH2:10][CH3:11])=[O:8])(=[O:22])=[O:21]. The yield is 0.850. (3) The reactants are [C:1]1(=[O:11])[NH:5][C:4](=[O:6])[C:3]2=[CH:7][CH:8]=[CH:9][CH:10]=[C:2]12.[C:12]1(P([C:12]2[CH:17]=[CH:16][CH:15]=[CH:14][CH:13]=2)[C:12]2[CH:17]=[CH:16][CH:15]=[CH:14][CH:13]=2)[CH:17]=[CH:16][CH:15]=[CH:14][CH:13]=1.N(C(OCC)=O)=NC(OCC)=O.C1(C)C=CC=CC=1.C1(O)CCCCC=1. The catalyst is O1CCCC1. The product is [CH:17]1([N:5]2[C:1](=[O:11])[C:2]3[C:3](=[CH:7][CH:8]=[CH:9][CH:10]=3)[C:4]2=[O:6])[CH2:16][CH2:15][CH2:14][CH:13]=[CH:12]1. The yield is 0.320. (4) The reactants are [N:1]1[C:10]2[C:5](=[CH:6][CH:7]=[CH:8][CH:9]=2)[CH:4]=[CH:3][C:2]=1[C:11]1[CH:12]=[CH:13][C:14]([NH2:17])=[N:15][CH:16]=1.[CH3:18][C:19]([O:22][C:23](O[C:23]([O:22][C:19]([CH3:21])([CH3:20])[CH3:18])=[O:24])=[O:24])([CH3:21])[CH3:20].CCN(C(C)C)C(C)C. The catalyst is C(Cl)Cl.CN(C1C=CN=CC=1)C. The product is [N:1]1[C:10]2[C:5](=[CH:6][CH:7]=[CH:8][CH:9]=2)[CH:4]=[CH:3][C:2]=1[C:11]1[CH:12]=[CH:13][C:14]([NH:17][C:23](=[O:24])[O:22][C:19]([CH3:21])([CH3:20])[CH3:18])=[N:15][CH:16]=1. The yield is 0.350. (5) The reactants are [CH3:1][O:2][C:3](=[O:20])[C:4]1[C:9](B2OC(C)(C)C(C)(C)O2)=[CH:8][CH:7]=[CH:6][C:5]=1[F:19].Cl[C:22]1[N:27]=[CH:26][CH:25]=[CH:24][N:23]=1.C(=O)([O-])[O-].[Na+].[Na+]. The catalyst is O.CC(OC)(C)C. The product is [CH3:1][O:2][C:3](=[O:20])[C:4]1[C:9]([C:22]2[N:27]=[CH:26][CH:25]=[CH:24][N:23]=2)=[CH:8][CH:7]=[CH:6][C:5]=1[F:19]. The yield is 0.300. (6) The reactants are C(OC([N:8]1[CH2:12][CH2:11][CH2:10][CH:9]1[C:13](=[O:28])[NH:14][C:15]1[CH:16]=[C:17]([C:21]2[CH:26]=[CH:25][C:24]([Cl:27])=[CH:23][CH:22]=2)[CH:18]=[CH:19][CH:20]=1)=O)(C)(C)C.Cl.[CH3:30][O:31][C:32]([NH:34][CH:35]([CH:39]([CH3:41])[CH3:40])[C:36](O)=[O:37])=[O:33].CN(C(ON1N=NC2C=CC=NC1=2)=[N+](C)C)C.F[P-](F)(F)(F)(F)F.CCN(C(C)C)C(C)C. The catalyst is CO.CN(C=O)C.C(OCC)(=O)C. The product is [CH3:30][O:31][C:32](=[O:33])[NH:34][CH:35]([C:36]([N:8]1[CH2:12][CH2:11][CH2:10][CH:9]1[C:13](=[O:28])[NH:14][C:15]1[CH:16]=[C:17]([C:21]2[CH:26]=[CH:25][C:24]([Cl:27])=[CH:23][CH:22]=2)[CH:18]=[CH:19][CH:20]=1)=[O:37])[CH:39]([CH3:41])[CH3:40]. The yield is 0.960. (7) The reactants are CO[CH:3](OC)[CH:4]1[S:8][C:7]([C:9]2[NH:10][C:11]3[C:16]([CH:17]=2)=[CH:15][C:14]([O:18][CH2:19][CH2:20][O:21][CH3:22])=[CH:13][C:12]=3[N:23]([CH3:33])[S:24]([C:27]2[N:28]([CH3:32])[CH:29]=[CH:30][N:31]=2)(=[O:26])=[O:25])=[N:6][CH2:5]1.FC(F)(F)C(O)=O.S(=O)(=O)(O)O.[NH:48]1[CH2:53][CH2:52][O:51][CH2:50][CH2:49]1.C(O[BH-](OC(=O)C)OC(=O)C)(=O)C.[Na+]. The catalyst is O1CCCC1.O. The product is [CH3:22][O:21][CH2:20][CH2:19][O:18][C:14]1[CH:15]=[C:16]2[C:11](=[C:12]([N:23]([CH3:33])[S:24]([C:27]3[N:28]([CH3:32])[CH:29]=[CH:30][N:31]=3)(=[O:25])=[O:26])[CH:13]=1)[NH:10][C:9]([C:7]1[S:8][CH:4]([CH2:3][N:48]3[CH2:53][CH2:52][O:51][CH2:50][CH2:49]3)[CH2:5][N:6]=1)=[CH:17]2. The yield is 0.300. (8) The reactants are [Cl:1][C:2]1[CH:7]=[CH:6][C:5](Br)=[C:4]([N+:9]([O-])=O)[CH:3]=1.[C:12]1([NH:18][C:19](=O)[CH3:20])[CH:17]=[CH:16][CH:15]=[CH:14][CH:13]=1. No catalyst specified. The product is [Cl:1][C:2]1[CH:7]=[CH:6][C:5]2[N:18]([C:12]3[CH:17]=[CH:16][CH:15]=[CH:14][CH:13]=3)[C:19]([CH3:20])=[N:9][C:4]=2[CH:3]=1. The yield is 0.560. (9) The reactants are FC(F)(F)S(O[C@H:7]1[C@H:12]([NH:13][C:14]([O:16][C:17]([CH3:20])([CH3:19])[CH3:18])=[O:15])[CH2:11][CH2:10][CH2:9][C:8]1([F:22])[F:21])(=O)=O.[N-:25]=[N+:26]=[N-:27].[Na+]. The catalyst is CN(C=O)C. The product is [N:25]([C@H:7]1[C:8]([F:22])([F:21])[CH2:9][CH2:10][CH2:11][C@H:12]1[NH:13][C:14](=[O:15])[O:16][C:17]([CH3:20])([CH3:19])[CH3:18])=[N+:26]=[N-:27]. The yield is 0.560. (10) The reactants are Br[C:2]1[CH:3]=[C:4]2[C:8](=[CH:9][CH:10]=1)[NH:7][C:6](=[O:11])[C:5]2([CH3:13])[CH3:12].[Cl:14][C:15]1[CH:16]=[C:17](B(O)O)[CH:18]=[CH:19][C:20]=1[F:21].C(=O)([O-])[O-].[K+].[K+].[Cl-].[NH4+]. The catalyst is C(COC)OC.O.[Pd].C1(P(C2C=CC=CC=2)C2C=CC=CC=2)C=CC=CC=1.C1(P(C2C=CC=CC=2)C2C=CC=CC=2)C=CC=CC=1.C1(P(C2C=CC=CC=2)C2C=CC=CC=2)C=CC=CC=1.C1(P(C2C=CC=CC=2)C2C=CC=CC=2)C=CC=CC=1. The product is [Cl:14][C:15]1[CH:16]=[C:17]([C:2]2[CH:3]=[C:4]3[C:8](=[CH:9][CH:10]=2)[NH:7][C:6](=[O:11])[C:5]3([CH3:13])[CH3:12])[CH:18]=[CH:19][C:20]=1[F:21]. The yield is 0.300.